This data is from Peptide-MHC class II binding affinity with 134,281 pairs from IEDB. The task is: Regression. Given a peptide amino acid sequence and an MHC pseudo amino acid sequence, predict their binding affinity value. This is MHC class II binding data. (1) The peptide sequence is VFTSVGKAVHQVFGGAFR. The MHC is DRB1_0101 with pseudo-sequence DRB1_0101. The binding affinity (normalized) is 0.172. (2) The peptide sequence is GRMLNILNRRRRTAG. The MHC is DRB1_1101 with pseudo-sequence DRB1_1101. The binding affinity (normalized) is 0.957. (3) The peptide sequence is RLIAFTSEHSHF. The MHC is HLA-DPA10201-DPB10101 with pseudo-sequence HLA-DPA10201-DPB10101. The binding affinity (normalized) is 0.412. (4) The peptide sequence is VTANRAELKALIASN. The MHC is HLA-DQA10301-DQB10302 with pseudo-sequence HLA-DQA10301-DQB10302. The binding affinity (normalized) is 0.198. (5) The peptide sequence is AATGAATAATGGYKV. The MHC is HLA-DQA10201-DQB10202 with pseudo-sequence HLA-DQA10201-DQB10202. The binding affinity (normalized) is 0.140.